This data is from Drug-target binding data from BindingDB using IC50 measurements. The task is: Regression. Given a target protein amino acid sequence and a drug SMILES string, predict the binding affinity score between them. We predict pIC50 (pIC50 = -log10(IC50 in M); higher means more potent). Dataset: bindingdb_ic50. (1) The pIC50 is 6.0. The target protein sequence is MLNIEQNADECAKRVGANMVPVLHNVTEECNIKAEEKEIVPEVEEAKSESNNCLDSDDYLEGHIYAAMCTKCAGELQQKLNPTEPYRDPKKVSGKEQISRGLIIESKSFVDANKNIKFSKRSDKNEYAGLCSSPEVTTPNGERETSTDSNIKNTESTKVSHGIFDRTCLIQEHALVNRNINDFYELNLGNLGRGSYGSVVKAIDKQSGAQRAVKIILKPKLENINRLKREILIMKRLDHPNIIKLFEVFEDTNYLYFVMEICTGGELFDRIIKRGHFSERYAAVIMRQVFSAIAYCHSNEFMHRDLKPENLLFSDSSPNSLLKVIDWGFAAKCPKTHKFTSVVGTPYYVAPEVLYGSYSKLCDLWSAGVILYILLCGYPPFHGKDNVEILRKVKIGQYSLEHNSWKYVSDSAKDLIKRLLMTDPNKRISAQDALNHPWIKSQISSPNTADATYFTNDVCNSLLARFRDFQRQSKLKKLALTCVAYHLNDADIGALQKLFS.... The drug is Cc1ccc(C(F)(F)F)cc1COc1ccc2cc(-c3nn(C(C)C)c4ncnc(N)c34)ccc2c1. (2) The compound is Cc1c(Nc2ccc(Br)cc2F)c2c(=O)n(C[C@H](O)CO)cnc2n(C)c1=O. The target protein sequence is PKKKPTPIQLNPAPDGSAVNGTSSAETNLEAFLTQKQKVGELKDDDFEKISELGAGNGGVVFKVSHKPSGLVMARKLIHLEIKPAIRNQIIRELQVLHECNSPYIVGFYGAFYSDGEISICMEHMDGGSLDQVLKKAGRIPEQILGKVSIAVIKGLTYLREKHKIMHRDVKPSNILVNSRGEIKLCDFGVSGQLIDEMANDFVGTRSYMSPERLQGTHYSVQSDIWSMGLSLVEMAVGRYPIPPPDAKELELMFGCQVEGDAAETPPRPRTPGRPLSSYGMDSRPPMAIFELLDYIVNEPPPKLPSGVFSLEFQDFVNKCLIKNPAERADLKQLMVHAFIKRSDAEEVDFAGWLCSTIGLNQPSTPTHAAGV. The pIC50 is 7.8. (3) The compound is O=C(NCc1nc2ccsc2c(=O)o1)OCc1ccccc1. The pIC50 is 5.6. The target protein (P10210) has sequence MAADAPGDRMEEPLPDRAVPIYVAGFLALYDSGDSGELALDPDTVRAALPPDNPLPINVDHRAGCEVGRVLAVVDDPRGPFFVGLIACVQLERVLETAASAAIFERRGPPLSREERLLYLITNYLPSVSLATKRLGGEAHPDRTLFAHVALCAIGRRLGTIVTYDTGLDAAIAPFRHLSPASREGARRLAAEAELALSGRTWAPGVEALTHTLLSTAVNNMMLRDRWSLVAERRRQAGIAGHTYLQASEKFKMWGAEPVSAPARGYKNGAPESTDIPPGSIAAAPQGDRCPIVRQRGVALSPVLPPMNPVPTSGTPAPAPPGDGSYLWIPASHYNQLVAGHAAPQPQPHSAFGFPAAAGSVAYGPHGAGLSQHYPPHVAHQYPGVLFSGPSPLEAQIAALVGAIAADRQAGGQPAAGDPGVRGSGKRRRYEAGPSESYCDQDEPDADYPYYPGEARGAPRGVDSRRAARHSPGTNETITALMGAVTSLQQELAHMRARTS....